From a dataset of NCI-60 drug combinations with 297,098 pairs across 59 cell lines. Regression. Given two drug SMILES strings and cell line genomic features, predict the synergy score measuring deviation from expected non-interaction effect. (1) Drug 1: CC1=C(C=C(C=C1)NC2=NC=CC(=N2)N(C)C3=CC4=NN(C(=C4C=C3)C)C)S(=O)(=O)N.Cl. Drug 2: C1=CC=C(C(=C1)C(C2=CC=C(C=C2)Cl)C(Cl)Cl)Cl. Cell line: TK-10. Synergy scores: CSS=0.252, Synergy_ZIP=-0.429, Synergy_Bliss=2.67, Synergy_Loewe=2.49, Synergy_HSA=2.49. (2) Drug 1: CC1C(C(CC(O1)OC2CC(CC3=C2C(=C4C(=C3O)C(=O)C5=C(C4=O)C(=CC=C5)OC)O)(C(=O)CO)O)N)O.Cl. Drug 2: CN(CCCl)CCCl.Cl. Cell line: PC-3. Synergy scores: CSS=14.6, Synergy_ZIP=-7.40, Synergy_Bliss=-0.784, Synergy_Loewe=-2.36, Synergy_HSA=-0.449. (3) Drug 1: C1CC(C1)(C(=O)O)C(=O)O.[NH2-].[NH2-].[Pt+2]. Drug 2: COC1=C2C(=CC3=C1OC=C3)C=CC(=O)O2. Cell line: MDA-MB-231. Synergy scores: CSS=3.83, Synergy_ZIP=-1.64, Synergy_Bliss=2.92, Synergy_Loewe=-2.45, Synergy_HSA=0.664.